This data is from Full USPTO retrosynthesis dataset with 1.9M reactions from patents (1976-2016). The task is: Predict the reactants needed to synthesize the given product. (1) Given the product [OH:4][C:3]1[CH:5]=[CH:6][CH:7]=[CH:8][C:2]=1[CH:1]=[N:23][NH:22][C:20]([C:11]1[CH:12]=[CH:13][C:14]2[C:19](=[CH:18][CH:17]=[CH:16][CH:15]=2)[CH:10]=1)=[O:21], predict the reactants needed to synthesize it. The reactants are: [CH:1](=O)[C:2]1[C:3](=[CH:5][CH:6]=[CH:7][CH:8]=1)[OH:4].[CH:10]1[C:19]2[C:14](=[CH:15][CH:16]=[CH:17][CH:18]=2)[CH:13]=[CH:12][C:11]=1[C:20]([NH:22][NH2:23])=[O:21]. (2) Given the product [CH3:1][O:2][C:3]1[CH:4]=[C:5]2[C:10](=[CH:11][CH:12]=1)[CH:9]=[C:8]([C:13]([OH:15])=[O:14])[CH2:7][CH2:6]2, predict the reactants needed to synthesize it. The reactants are: [CH3:1][O:2][C:3]1[CH:4]=[C:5]2[C:10](=[CH:11][CH:12]=1)[CH:9]=[C:8]([CH:13]=[O:14])[CH2:7][CH2:6]2.[OH-:15].[Na+]. (3) Given the product [C:1]([C:3]1[C:12]2[C:7](=[CH:8][CH:9]=[C:10]([O:13][C:14]3[CH:19]=[CH:18][CH:17]=[CH:16][CH:15]=3)[CH:11]=2)[C:6]([OH:20])=[C:5]([C:21]([NH:25][CH2:26][C@@H:27]([OH:32])[CH2:28][C:29]([OH:31])=[O:30])=[O:22])[N:4]=1)#[N:2], predict the reactants needed to synthesize it. The reactants are: [C:1]([C:3]1[C:12]2[C:7](=[CH:8][CH:9]=[C:10]([O:13][C:14]3[CH:19]=[CH:18][CH:17]=[CH:16][CH:15]=3)[CH:11]=2)[C:6]([OH:20])=[C:5]([C:21](OC)=[O:22])[N:4]=1)#[N:2].[NH2:25][CH2:26][C@@H:27]([OH:32])[CH2:28][C:29]([OH:31])=[O:30].C[O-].[Na+].